From a dataset of Forward reaction prediction with 1.9M reactions from USPTO patents (1976-2016). Predict the product of the given reaction. (1) Given the reactants Cl.Cl.[CH:3]1([NH:7][NH2:8])[CH2:6][CH2:5][CH2:4]1.[O-]CC.[Na+].C(O[CH:16]=[C:17]([C:20]#[N:21])[C:18]#[N:19])C, predict the reaction product. The product is: [NH2:21][C:20]1[N:7]([CH:3]2[CH2:6][CH2:5][CH2:4]2)[N:8]=[CH:16][C:17]=1[C:18]#[N:19]. (2) Given the reactants Br[C:2]1[CH:3]=[CH:4][C:5]2[CH:9]=[C:8]([C:10]3[CH:15]=[CH:14][C:13]([C:16]4[NH:20][C:19]([C@@H:21]5[CH2:25][CH2:24][CH2:23][N:22]5[C:26]([O:28][C:29]([CH3:32])([CH3:31])[CH3:30])=[O:27])=[N:18][CH:17]=4)=[CH:12][CH:11]=3)[S:7][C:6]=2[CH:33]=1.[B:34]1([B:34]2[O:38][C:37]([CH3:40])([CH3:39])[C:36]([CH3:42])([CH3:41])[O:35]2)[O:38][C:37]([CH3:40])([CH3:39])[C:36]([CH3:42])([CH3:41])[O:35]1.C([O-])(=O)C.[K+], predict the reaction product. The product is: [CH3:41][C:36]1([CH3:42])[C:37]([CH3:40])([CH3:39])[O:38][B:34]([C:2]2[CH:3]=[CH:4][C:5]3[CH:9]=[C:8]([C:10]4[CH:15]=[CH:14][C:13]([C:16]5[NH:20][C:19]([C@@H:21]6[CH2:25][CH2:24][CH2:23][N:22]6[C:26]([O:28][C:29]([CH3:32])([CH3:31])[CH3:30])=[O:27])=[N:18][CH:17]=5)=[CH:12][CH:11]=4)[S:7][C:6]=3[CH:33]=2)[O:35]1. (3) Given the reactants [NH2:1][CH2:2][C:3]([NH:6][C:7](=[O:24])[C:8]([NH:10]C1C=CC(C2OC=NC=2)=C(OC)C=1)=[O:9])([CH3:5])[CH3:4].[C:25]([CH2:29][C:30]([OH:32])=O)([CH3:28])([CH3:27])[CH3:26].Cl.CN(C)CCCN=C=NCC.C1C=NC2N(O)N=NC=2C=1, predict the reaction product. The product is: [CH3:26][C:25]([CH3:28])([CH3:27])[CH2:29][C:30]([NH:1][CH2:2][C:3]([NH:6][C:7](=[O:24])[C:8]([NH2:10])=[O:9])([CH3:5])[CH3:4])=[O:32]. (4) Given the reactants [C:1]1([S:7]([N:10]2[CH:33]=[C:14]3[CH2:15][CH:16]([N:23]([CH:30]4[CH2:32][CH2:31]4)C(=O)C(F)(F)F)[C:17]4[CH2:18][C:19](=[O:22])[CH:20]=[CH:21][C:12]([C:13]=43)=[CH:11]2)(=[O:9])=[O:8])[CH:6]=[CH:5][CH:4]=[CH:3][CH:2]=1.O, predict the reaction product. The product is: [C:1]1([S:7]([N:10]2[CH:33]=[C:14]3[CH2:15][CH:16]([NH:23][CH:30]4[CH2:31][CH2:32]4)[C:17]4[CH2:18][C:19](=[O:22])[CH:20]=[CH:21][C:12]([C:13]=43)=[CH:11]2)(=[O:9])=[O:8])[CH:6]=[CH:5][CH:4]=[CH:3][CH:2]=1. (5) Given the reactants [C:1]([CH2:18][CH:19]([C:21]1[CH:33]=[CH:32][C:24]([C:25]([O:27]C(C)(C)C)=[O:26])=[CH:23][C:22]=1[N+:34]([O-:36])=[O:35])[CH3:20])([O:3][CH2:4][CH:5]1[C:17]2[C:12](=[CH:13][CH:14]=[CH:15][CH:16]=2)[C:11]2[C:6]1=[CH:7][CH:8]=[CH:9][CH:10]=2)=[O:2].C(O)(C(F)(F)F)=O, predict the reaction product. The product is: [C:1]([CH2:18][CH:19]([C:21]1[CH:33]=[CH:32][C:24]([C:25]([OH:27])=[O:26])=[CH:23][C:22]=1[N+:34]([O-:36])=[O:35])[CH3:20])([O:3][CH2:4][CH:5]1[C:6]2[C:11](=[CH:10][CH:9]=[CH:8][CH:7]=2)[C:12]2[C:17]1=[CH:16][CH:15]=[CH:14][CH:13]=2)=[O:2]. (6) Given the reactants [Cl:1][C:2]1[N:6]([CH3:7])[N:5]=[C:4]([CH3:8])[C:3]=1[CH2:9]O.C1(P(C2C=CC=CC=2)C2C=CC=CC=2)C=CC=CC=1.C(Br)(Br)(Br)[Br:31], predict the reaction product. The product is: [Br:31][CH2:9][C:3]1[C:4]([CH3:8])=[N:5][N:6]([CH3:7])[C:2]=1[Cl:1]. (7) Given the reactants Br[C:2]1[CH:7]=[CH:6][C:5]([S:8]([NH:11][C:12]([CH3:15])([CH3:14])[CH3:13])(=[O:10])=[O:9])=[C:4]([O:16][C:17]([F:20])([F:19])[F:18])[CH:3]=1.ClCCl.[CH3:24][C:25]1([CH3:41])[C:29]([CH3:31])([CH3:30])[O:28][B:27]([B:27]2[O:28][C:29]([CH3:31])([CH3:30])[C:25]([CH3:41])([CH3:24])[O:26]2)[O:26]1.CC([O-])=O.[K+], predict the reaction product. The product is: [C:12]([NH:11][S:8]([C:5]1[CH:6]=[CH:7][C:2]([B:27]2[O:28][C:29]([CH3:31])([CH3:30])[C:25]([CH3:41])([CH3:24])[O:26]2)=[CH:3][C:4]=1[O:16][C:17]([F:20])([F:19])[F:18])(=[O:10])=[O:9])([CH3:15])([CH3:14])[CH3:13].